From a dataset of Catalyst prediction with 721,799 reactions and 888 catalyst types from USPTO. Predict which catalyst facilitates the given reaction. (1) Reactant: [OH:1][CH2:2][C@H:3]1[NH:7][C:6](=[O:8])[CH2:5][CH2:4]1.[CH:9](=O)[C:10]1[CH:15]=[CH:14][CH:13]=[CH:12][CH:11]=1.O.C1(C)C=CC(S(O)(=O)=O)=CC=1. Product: [C:10]1([C@@H:9]2[N:7]3[C:6](=[O:8])[CH2:5][CH2:4][C@H:3]3[CH2:2][O:1]2)[CH:15]=[CH:14][CH:13]=[CH:12][CH:11]=1. The catalyst class is: 11. (2) Reactant: [CH:1]12[CH2:6][CH:4]([CH2:5]1)[CH2:3][N:2]2[C:7]1[N:12]=[C:11]([C:13]2[CH:14]=[C:15]([C:20]([F:23])([F:22])[F:21])[C:16]([NH2:19])=[N:17][CH:18]=2)[CH:10]=[C:9]([N:24]2[CH2:29][C@@H:28]3[CH2:30][C@H:25]2[CH2:26][NH:27]3)[N:8]=1.[C:31](OC(=O)C)(=[O:33])[CH3:32].C(N(C(C)C)C(C)C)C. Product: [NH2:19][C:16]1[N:17]=[CH:18][C:13]([C:11]2[N:12]=[C:7]([N:2]3[CH2:3][CH:4]4[CH2:5][CH:1]3[CH2:6]4)[N:8]=[C:9]([N:24]3[CH2:29][C@@H:28]4[CH2:30][C@H:25]3[CH2:26][N:27]4[C:31](=[O:33])[CH3:32])[CH:10]=2)=[CH:14][C:15]=1[C:20]([F:23])([F:22])[F:21]. The catalyst class is: 16. (3) The catalyst class is: 24. Reactant: [Cl:1][C:2]1[CH:3]=[C:4]([CH:9]2[C:18]3[C:13](=[CH:14][CH:15]=[CH:16][CH:17]=3)[CH:12]([NH:19][CH3:20])[CH2:11][CH2:10]2)[CH:5]=[CH:6][C:7]=1[Cl:8].N1C=CC=CC=1.[OH-].[K+].Cl. Product: [ClH:1].[CH3:20][NH:19][C@H:12]1[C:13]2[C:18](=[CH:17][CH:16]=[CH:15][CH:14]=2)[C@@H:9]([C:4]2[CH:5]=[CH:6][C:7]([Cl:8])=[C:2]([Cl:1])[CH:3]=2)[CH2:10][CH2:11]1. (4) Product: [CH3:9][O:8][C:5]1[C:4]([NH:10][S:11]([CH3:14])(=[O:13])=[O:12])=[CH:3][C:2]([C:21]2[CH:20]=[C:19]3[C:24](=[CH:23][CH:22]=2)[N:15]=[CH:16][CH:17]=[CH:18]3)=[CH:7][N:6]=1. The catalyst class is: 75. Reactant: Br[C:2]1[CH:3]=[C:4]([NH:10][S:11]([CH3:14])(=[O:13])=[O:12])[C:5]([O:8][CH3:9])=[N:6][CH:7]=1.[N:15]1[C:24]2[C:19](=[CH:20][C:21](B(O)O)=[CH:22][CH:23]=2)[CH:18]=[CH:17][CH:16]=1.C(=O)([O-])[O-].[K+].[K+]. (5) Reactant: C(P(CCCC)CCCC)CCC.[N+:14](=[C:16]([C:22]([C:24]1[C:29](F)=[CH:28][CH:27]=[CH:26][C:25]=1[F:31])=[O:23])[C:17]([O:19][CH2:20][CH3:21])=[O:18])=[N-:15]. Product: [F:31][C:25]1[CH:26]=[CH:27][CH:28]=[C:29]2[C:24]=1[C:22](=[O:23])[C:16]([C:17]([O:19][CH2:20][CH3:21])=[O:18])=[N:14][NH:15]2. The catalyst class is: 7. (6) Reactant: C[O:2][C:3]([C:5]1[CH:14]=[CH:13][C:8]2[N:9]=[C:10]([CH3:12])[O:11][C:7]=2[CH:6]=1)=O.[H-].[Al+3].[Li+].[H-].[H-].[H-].O.[OH-].[Na+]. Product: [CH3:12][C:10]1[O:11][C:7]2[CH:6]=[C:5]([CH2:3][OH:2])[CH:14]=[CH:13][C:8]=2[N:9]=1. The catalyst class is: 1. (7) Reactant: [I:1][C:2]1[C:6]2[CH:7]=[N:8][CH:9]=[CH:10][C:5]=2[N:4]([C:11]([CH3:15])([CH3:14])[CH2:12][OH:13])[CH:3]=1.N1C=CN=C1.[CH3:21][C:22]([Si:25](Cl)([CH3:27])[CH3:26])([CH3:24])[CH3:23]. Product: [NH3:4].[Si:25]([O:13][CH2:12][C:11]([N:4]1[C:5]2[CH:10]=[CH:9][N:8]=[CH:7][C:6]=2[C:2]([I:1])=[CH:3]1)([CH3:15])[CH3:14])([C:22]([CH3:24])([CH3:23])[CH3:21])([CH3:27])[CH3:26]. The catalyst class is: 2. (8) Reactant: Cl.COC[O:5][C:6]1[CH:7]=[C:8]([CH:12]([OH:16])[CH2:13][NH:14][CH3:15])[CH:9]=[CH:10][CH:11]=1. Product: [OH:16][CH:12]([C:8]1[CH:7]=[C:6]([OH:5])[CH:11]=[CH:10][CH:9]=1)[CH2:13][NH:14][CH3:15]. The catalyst class is: 5. (9) Reactant: [CH:1]1([C:4]2[CH:23]=[CH:22][C:7]([NH:8][C:9]3[CH:14]=[CH:13][CH:12]=[C:11]([C:15]4[CH:16]=[CH:17][C:18]([F:21])=[N:19][CH:20]=4)[CH:10]=3)=[C:6]([N+:24]([O-])=O)[CH:5]=2)[CH2:3][CH2:2]1. Product: [NH2:24][C:6]1[CH:5]=[C:4]([CH:1]2[CH2:3][CH2:2]2)[CH:23]=[CH:22][C:7]=1[NH:8][C:9]1[CH:14]=[CH:13][CH:12]=[C:11]([C:15]2[CH:16]=[CH:17][C:18]([F:21])=[N:19][CH:20]=2)[CH:10]=1. The catalyst class is: 63. (10) Reactant: [Cl:1][C:2]1[C:7]([CH:8]=O)=[C:6]([NH:10][C:11]2[C:16]([F:17])=[CH:15][CH:14]=[CH:13][C:12]=2[F:18])[N:5]=[C:4]([S:19][CH3:20])[N:3]=1.[CH3:21][C:22](OC(C)=O)=[O:23]. Product: [Cl:1][C:2]1[C:7]2[CH:8]=[CH:21][C:22](=[O:23])[N:10]([C:11]3[C:16]([F:17])=[CH:15][CH:14]=[CH:13][C:12]=3[F:18])[C:6]=2[N:5]=[C:4]([S:19][CH3:20])[N:3]=1. The catalyst class is: 3.